Dataset: NCI-60 drug combinations with 297,098 pairs across 59 cell lines. Task: Regression. Given two drug SMILES strings and cell line genomic features, predict the synergy score measuring deviation from expected non-interaction effect. Drug 1: C#CCC(CC1=CN=C2C(=N1)C(=NC(=N2)N)N)C3=CC=C(C=C3)C(=O)NC(CCC(=O)O)C(=O)O. Drug 2: CC1CCCC2(C(O2)CC(NC(=O)CC(C(C(=O)C(C1O)C)(C)C)O)C(=CC3=CSC(=N3)C)C)C. Cell line: CCRF-CEM. Synergy scores: CSS=38.8, Synergy_ZIP=2.33, Synergy_Bliss=-1.46, Synergy_Loewe=-7.85, Synergy_HSA=-7.10.